Predict which catalyst facilitates the given reaction. From a dataset of Catalyst prediction with 721,799 reactions and 888 catalyst types from USPTO. (1) Reactant: [C:1]([O-:4])(=[O:3])[CH3:2].[Ca+2].[C:6]([O-:9])(=[O:8])[CH3:7].[CH3:10][CH:11]([CH2:14][CH2:15][C:16]#[N:17])[C:12]#[N:13].C[NH:19][C:20](=[O:23])[CH2:21][CH3:22].[OH2:24]. Product: [CH3:10][CH:11]([CH2:14][CH2:15][C:16]#[N:17])[C:12]#[N:13].[NH4+:19].[C:12]([CH:11]([CH3:14])[CH2:10][CH2:2][C:1]([O-:4])=[O:3])#[N:13].[NH4+:13].[NH4+:13].[CH3:22][CH:21]([CH2:1][CH2:7][C:6]([O-:9])=[O:8])[C:20]([O-:23])=[O:24]. The catalyst class is: 33. (2) Reactant: C[O:2][C:3]([C:5]1[C:13]2[N:12]=[C:11]([NH:14][C:15]([C:17]3[N:18]=[CH:19][C:20]4[C:25]([CH:26]=3)=[CH:24][CH:23]=[CH:22][CH:21]=4)=[O:16])[N:10]([CH2:27][C:28]3[CH:33]=[CH:32][CH:31]=[CH:30][CH:29]=3)[C:9]=2[CH:8]=[CH:7][CH:6]=1)=[O:4].CO.[Li+].[OH-]. Product: [CH2:27]([N:10]1[C:9]2[CH:8]=[CH:7][CH:6]=[C:5]([C:3]([OH:4])=[O:2])[C:13]=2[N:12]=[C:11]1[NH:14][C:15]([C:17]1[N:18]=[CH:19][C:20]2[C:25]([CH:26]=1)=[CH:24][CH:23]=[CH:22][CH:21]=2)=[O:16])[C:28]1[CH:29]=[CH:30][CH:31]=[CH:32][CH:33]=1. The catalyst class is: 1.